From a dataset of Rat liver microsome stability data. Regression/Classification. Given a drug SMILES string, predict its absorption, distribution, metabolism, or excretion properties. Task type varies by dataset: regression for continuous measurements (e.g., permeability, clearance, half-life) or binary classification for categorical outcomes (e.g., BBB penetration, CYP inhibition). Dataset: rlm. (1) The molecule is CC[C@]1(C)C[C@@H](OC(=O)CSC(C)(C)CNC(=O)[C@H](N)CC(C)C)[C@]2(C)[C@H](C)CC[C@]3(CC[C@@H](O)[C@H]32)[C@@H](C)[C@@H]1O. The result is 0 (unstable in rat liver microsomes). (2) The compound is N#Cc1ccc(F)cc1Cn1c(N2CCC[C@@H](N)C2)ncc(F)c1=O. The result is 0 (unstable in rat liver microsomes). (3) The drug is Cc1cc(C)cc(C(=O)Nc2ccc3c(N4CCCC4)ncnc3c2)c1. The result is 1 (stable in rat liver microsomes). (4) The compound is O=C(O)[C@H]1C2CCC(CC2)[C@@H]1Nc1nc(-c2[nH]nc3ncc(F)cc23)nc2sccc12. The result is 0 (unstable in rat liver microsomes). (5) The compound is CS(=O)(=O)c1cccc(-c2cccc(-c3ccnc4c(C(F)(F)F)cccc34)c2)c1. The result is 0 (unstable in rat liver microsomes). (6) The compound is CCc1nc(N)nc(N)c1-c1ccc2c(c1)N(CCCOC(F)(F)F)C(=O)C(C)(c1cc(F)cc(F)c1)O2. The result is 1 (stable in rat liver microsomes). (7) The molecule is Cc1ccc(S(=O)(=O)N2CC(N)C(c3ccc(Cl)cc3Cl)C2)cc1. The result is 0 (unstable in rat liver microsomes).